Dataset: Full USPTO retrosynthesis dataset with 1.9M reactions from patents (1976-2016). Task: Predict the reactants needed to synthesize the given product. (1) The reactants are: CO[CH2:3][CH2:4][O:5][CH3:6].[C:7](/[C:9](/[C:24]1[CH:25]=[N:26][CH:27]=[CH:28][CH:29]=1)=[CH:10]\[N:11]([CH2:19][C:20]([O:22][CH3:23])=[O:21])CCC(OCC)=O)#[N:8].[CH2:30]1[CH2:40]CN2C(=NCCC2)CC1.C(O)(=[O:43])C. Given the product [NH2:8][C:7]1[C:9]([C:24]2[CH:25]=[N:26][CH:27]=[CH:28][CH:29]=2)=[C:10]([CH2:40][CH2:30][C:6]([O:5][CH2:4][CH3:3])=[O:43])[NH:11][C:19]=1[C:20]([O:22][CH3:23])=[O:21], predict the reactants needed to synthesize it. (2) The reactants are: [OH-].[Na+:2].C([O:5][C:6](=[O:49])[CH2:7][CH2:8][CH2:9][NH:10][C@H:11]([C:43]1[CH:48]=[CH:47][CH:46]=[CH:45][CH:44]=1)[CH2:12][N:13]1[C:18](=[O:19])[C:17]([C:20]2[CH:25]=[CH:24][CH:23]=[C:22]([O:26][CH3:27])[C:21]=2[Cl:28])=[C:16]([CH3:29])[N:15]([CH2:30][C:31]2[C:36]([C:37]([F:40])([F:39])[F:38])=[CH:35][CH:34]=[CH:33][C:32]=2[F:41])[C:14]1=[O:42])C.O. Given the product [Na+:2].[Cl:28][C:21]1[C:22]([O:26][CH3:27])=[CH:23][CH:24]=[CH:25][C:20]=1[C:17]1[C:18](=[O:19])[N:13]([CH2:12][C@H:11]([NH:10][CH2:9][CH2:8][CH2:7][C:6]([O-:49])=[O:5])[C:43]2[CH:44]=[CH:45][CH:46]=[CH:47][CH:48]=2)[C:14](=[O:42])[N:15]([CH2:30][C:31]2[C:36]([C:37]([F:40])([F:38])[F:39])=[CH:35][CH:34]=[CH:33][C:32]=2[F:41])[C:16]=1[CH3:29], predict the reactants needed to synthesize it. (3) Given the product [CH3:31][N:7]1[C:6]([CH2:5][CH:3]2[CH2:2][N:1]([CH2:37][CH2:36][S:33]([CH3:32])(=[O:35])=[O:34])[CH2:4]2)=[N:14][C:13]2[C:8]1=[N:9][C:10]([N:21]1[C:25]3[CH:26]=[CH:27][CH:28]=[CH:29][C:24]=3[N:23]=[C:22]1[CH3:30])=[N:11][C:12]=2[N:15]1[CH2:20][CH2:19][O:18][CH2:17][CH2:16]1, predict the reactants needed to synthesize it. The reactants are: [NH:1]1[CH2:4][CH:3]([CH2:5][C:6]2[N:7]([CH3:31])[C:8]3[C:13]([N:14]=2)=[C:12]([N:15]2[CH2:20][CH2:19][O:18][CH2:17][CH2:16]2)[N:11]=[C:10]([N:21]2[C:25]4[CH:26]=[CH:27][CH:28]=[CH:29][C:24]=4[N:23]=[C:22]2[CH3:30])[N:9]=3)[CH2:2]1.[CH3:32][S:33]([CH:36]=[CH2:37])(=[O:35])=[O:34]. (4) The reactants are: N1CCC[C@H]1C(O)=O.[N:9]1([C:14]2[CH:21]=[CH:20][C:17]([CH:18]=O)=[CH:16][CH:15]=2)[CH:13]=[N:12][CH:11]=[N:10]1.N1(C2C=CC(CC(C(O)=O)C(O)=O)=CC=2)C=NC=N1.[CH3:41][C:42]1([CH3:50])[O:47][C:46](=[O:48])[CH2:45][C:44](=[O:49])[O:43]1.CC1NC(C)=C(C(OCC)=O)CC=1C(OCC)=O. Given the product [N:9]1([C:14]2[CH:21]=[CH:20][C:17]([CH2:18][CH:45]3[C:46](=[O:48])[O:47][C:42]([CH3:50])([CH3:41])[O:43][C:44]3=[O:49])=[CH:16][CH:15]=2)[CH:13]=[N:12][CH:11]=[N:10]1, predict the reactants needed to synthesize it. (5) Given the product [CH3:8][C:6]1[C:5]([C:9]#[N:10])=[C:4]([CH3:11])[CH:3]=[C:2]([N:1]=[C:18]=[S:19])[N:7]=1, predict the reactants needed to synthesize it. The reactants are: [NH2:1][C:2]1[N:7]=[C:6]([CH3:8])[C:5]([C:9]#[N:10])=[C:4]([CH3:11])[CH:3]=1.C([O-])([O-])=O.[Ca+2].O.[C:18](Cl)(Cl)=[S:19]. (6) Given the product [CH:7]1([C:6]2[CH:5]=[C:4]([CH2:17][OH:18])[O:3][C:2]=2[CH3:1])[C:16]2[C:11](=[CH:12][CH:13]=[CH:14][CH:15]=2)[CH2:10][CH2:9][O:8]1, predict the reactants needed to synthesize it. The reactants are: [CH3:1][C:2]1[O:3][C:4]([CH2:17][O:18]C(C2C=CC=CC=2)(C2C=CC=CC=2)C2C=CC=CC=2)=[CH:5][C:6]=1[CH:7]1[C:16]2[C:11](=[CH:12][CH:13]=[CH:14][CH:15]=2)[CH2:10][CH2:9][O:8]1.C(Cl)Cl.CO. (7) Given the product [CH:30]12[CH2:36][CH:34]3[CH2:33][CH:32]([CH2:37][CH:28]([CH2:35]3)[CH:29]1[NH:38][C:39]([N:9]1[CH2:10][CH2:11][C:6]3([C:12]4[C:17](=[CH:16][CH:15]=[CH:14][C:13]=4[Cl:18])[CH:4]([CH2:1][CH:2]=[CH2:3])[O:5]3)[CH2:7][CH2:8]1)=[O:40])[CH2:31]2, predict the reactants needed to synthesize it. The reactants are: [CH2:1]([CH:4]1[C:17]2[C:12](=[C:13]([Cl:18])[CH:14]=[CH:15][CH:16]=2)[C:6]2([CH2:11][CH2:10][NH:9][CH2:8][CH2:7]2)[O:5]1)[CH:2]=[CH2:3].CCN(C(C)C)C(C)C.[CH:28]12[CH2:37][CH:32]3[CH2:33][CH:34]([CH2:36][CH:30]([CH2:31]3)[CH:29]1[N:38]=[C:39]=[O:40])[CH2:35]2. (8) Given the product [CH3:33][O:32][C:31]1[C:6]([O:5][CH2:4][CH2:3][CH2:2][N:34]2[CH:38]=[CH:37][CH:36]=[N:35]2)=[CH:7][C:8]2[CH2:17][CH:16]([C:18]([CH3:22])([CH3:23])[CH2:19][O:20][CH3:21])[N:15]3[C:10](=[CH:11][C:12](=[O:29])[C:13]([C:24]([O:26][CH2:27][CH3:28])=[O:25])=[CH:14]3)[C:9]=2[CH:30]=1, predict the reactants needed to synthesize it. The reactants are: Br[CH2:2][CH2:3][CH2:4][O:5][C:6]1[C:31]([O:32][CH3:33])=[CH:30][C:9]2[C:10]3[N:15]([CH:16]([C:18]([CH3:23])([CH3:22])[CH2:19][O:20][CH3:21])[CH2:17][C:8]=2[CH:7]=1)[CH:14]=[C:13]([C:24]([O:26][CH2:27][CH3:28])=[O:25])[C:12](=[O:29])[CH:11]=3.[NH:34]1[CH:38]=[CH:37][CH:36]=[N:35]1.C([O-])([O-])=O.[K+].[K+]. (9) Given the product [CH2:1]([C:3]1[CH:15]=[CH:14][C:6]2[C:7](=[O:13])[CH2:8][CH2:9][C:10](=[O:12])[NH:11][C:5]=2[CH:4]=1)[CH3:2], predict the reactants needed to synthesize it. The reactants are: [CH:1]([C:3]1[CH:15]=[CH:14][C:6]2[C:7](=[O:13])[CH2:8][CH2:9][C:10](=[O:12])[NH:11][C:5]=2[CH:4]=1)=[CH2:2]. (10) The reactants are: [CH3:1][O:2][C:3]1[CH:4]=[C:5]([C@H:11]([CH3:23])[C:12](N2[C@@H](C(C)C)COC2=O)=[O:13])[CH:6]=[C:7]([O:9][CH3:10])[CH:8]=1.[OH-:24].[Li+].CCCCCC. Given the product [CH3:10][O:9][C:7]1[CH:6]=[C:5]([C@H:11]([CH3:23])[C:12]([OH:13])=[O:24])[CH:4]=[C:3]([O:2][CH3:1])[CH:8]=1, predict the reactants needed to synthesize it.